Predict which catalyst facilitates the given reaction. From a dataset of Catalyst prediction with 721,799 reactions and 888 catalyst types from USPTO. Reactant: [F:1][C:2]1[CH:7]=[CH:6][C:5]([C:8]([C:10]2[C:11](F)=[N:12][CH:13]=[CH:14][CH:15]=2)=[O:9])=[CH:4][CH:3]=1.[NH3:17]. Product: [NH2:17][C:11]1[C:10]([C:8]([C:5]2[CH:6]=[CH:7][C:2]([F:1])=[CH:3][CH:4]=2)=[O:9])=[CH:15][CH:14]=[CH:13][N:12]=1. The catalyst class is: 5.